Dataset: Full USPTO retrosynthesis dataset with 1.9M reactions from patents (1976-2016). Task: Predict the reactants needed to synthesize the given product. Given the product [C:1]([C:5]1[CH:9]=[C:8]([NH:10][C:11]([NH:13][C:14]2[C:23]3[C:18](=[CH:19][CH:20]=[CH:21][CH:22]=3)[CH:17]=[CH:16][CH:15]=2)=[O:12])[N:7]([C:24]2[CH:29]=[CH:28][C:27]([CH:30]=[O:31])=[CH:26][CH:25]=2)[N:6]=1)([CH3:4])([CH3:2])[CH3:3], predict the reactants needed to synthesize it. The reactants are: [C:1]([C:5]1[CH:9]=[C:8]([NH:10][C:11]([NH:13][C:14]2[C:23]3[C:18](=[CH:19][CH:20]=[CH:21][CH:22]=3)[CH:17]=[CH:16][CH:15]=2)=[O:12])[N:7]([C:24]2[CH:29]=[CH:28][C:27]([CH2:30][OH:31])=[CH:26][CH:25]=2)[N:6]=1)([CH3:4])([CH3:3])[CH3:2].